This data is from Forward reaction prediction with 1.9M reactions from USPTO patents (1976-2016). The task is: Predict the product of the given reaction. (1) Given the reactants [C:1]([C:3]1[CH:23]=[CH:22][C:6]2[NH:7][C:8](=[O:21])[C@@H:9]([NH:13][C:14](=[O:20])[O:15][C:16]([CH3:19])([CH3:18])[CH3:17])[C@H:10]([CH3:12])[NH:11][C:5]=2[CH:4]=1)#[N:2].[CH3:24][S:25]([CH2:28][C:29](O)=[O:30])(=[O:27])=[O:26].P(Cl)(Cl)(Cl)=O, predict the reaction product. The product is: [C:1]([C:3]1[CH:23]=[CH:22][C:6]2[NH:7][C:8](=[O:21])[C@@H:9]([NH:13][C:14](=[O:20])[O:15][C:16]([CH3:18])([CH3:19])[CH3:17])[C@H:10]([CH3:12])[N:11]([C:29](=[O:30])[CH2:28][S:25]([CH3:24])(=[O:27])=[O:26])[C:5]=2[CH:4]=1)#[N:2]. (2) Given the reactants CC(C)([O-])C.[K+].[Cl-].[NH2:8][C:9]([NH2:11])=[NH2+:10].[CH2:12]([N:16]1[C:24](=[O:25])[C:23]2[C:18](=[CH:19][CH:20]=[CH:21][CH:22]=2)[CH:17]1[CH2:26][C:27](OCC)=[O:28])[CH:13]([CH3:15])[CH3:14], predict the reaction product. The product is: [CH2:12]([N:16]1[C:24](=[O:25])[C:23]2[C:18](=[CH:19][CH:20]=[CH:21][CH:22]=2)[CH:17]1[CH2:26][C:27]([NH:10][C:9]([NH2:11])=[NH:8])=[O:28])[CH:13]([CH3:15])[CH3:14]. (3) Given the reactants CC1C=CC(S([O:11][CH2:12][CH:13]2[CH2:18][CH2:17][N:16]([CH2:19][C:20]3[CH:25]=[C:24]([Cl:26])[CH:23]=[C:22]([Cl:27])[CH:21]=3)[C:15](=[O:28])[CH2:14]2)(=O)=O)=CC=1.C(=O)([O-])[O-].[K+].[K+].[CH:35]1([C:38]2[C:39](O)=[CH:40][C:41]([F:51])=[C:42]([CH:50]=2)[C:43]([NH:45][S:46]([CH3:49])(=[O:48])=[O:47])=[O:44])[CH2:37][CH2:36]1, predict the reaction product. The product is: [CH:35]1([C:38]2[C:39]([O:11][CH2:12][C@@H:13]3[CH2:18][CH2:17][N:16]([CH2:19][C:20]4[CH:21]=[C:22]([Cl:27])[CH:23]=[C:24]([Cl:26])[CH:25]=4)[C:15](=[O:28])[CH2:14]3)=[CH:40][C:41]([F:51])=[C:42]([CH:50]=2)[C:43]([NH:45][S:46]([CH3:49])(=[O:48])=[O:47])=[O:44])[CH2:36][CH2:37]1. (4) Given the reactants [CH:1]1([C:5]2[CH:10]=[CH:9][C:8]([CH2:11][O:12][CH3:13])=[CH:7][C:6]=2[CH2:14][NH2:15])[CH2:4][CH2:3][CH2:2]1.[O:16]=[S:17]1(=[O:41])[CH2:24][C:23]2[C:19](=[N:20][N:21]([C:35]3[CH:40]=[CH:39][CH:38]=[CH:37][CH:36]=3)[C:22]=2[NH:25][C:26](=O)[O:27]C2C=CC=CC=2)[CH2:18]1, predict the reaction product. The product is: [CH:1]1([C:5]2[CH:10]=[CH:9][C:8]([CH2:11][O:12][CH3:13])=[CH:7][C:6]=2[CH2:14][NH:15][C:26]([NH:25][C:22]2[N:21]([C:35]3[CH:36]=[CH:37][CH:38]=[CH:39][CH:40]=3)[N:20]=[C:19]3[CH2:18][S:17](=[O:41])(=[O:16])[CH2:24][C:23]=23)=[O:27])[CH2:2][CH2:3][CH2:4]1. (5) Given the reactants Br[C:2]1[CH:7]=[CH:6][C:5]([F:8])=[C:4]([F:9])[CH:3]=1.C([Li])CCC.[CH2:15]([N:22]1[CH2:26][CH2:25][C:24](=[O:27])[CH2:23]1)[C:16]1[CH:21]=[CH:20][CH:19]=[CH:18][CH:17]=1.C(=O)([O-])[O-].[Na+].[Na+], predict the reaction product. The product is: [CH2:15]([N:22]1[CH2:26][CH2:25][C:24]([C:2]2[CH:7]=[CH:6][C:5]([F:8])=[C:4]([F:9])[CH:3]=2)([OH:27])[CH2:23]1)[C:16]1[CH:17]=[CH:18][CH:19]=[CH:20][CH:21]=1. (6) Given the reactants [Br:1][C:2]1[CH:3]=[CH:4][C:5]2[N:9]=[C:8]([CH:10]3[CH2:13][CH:12]([CH:14]=O)[CH2:11]3)[N:7]([CH3:16])[C:6]=2[CH:17]=1.Cl.[NH2:19][OH:20], predict the reaction product. The product is: [Br:1][C:2]1[CH:3]=[CH:4][C:5]2[N:9]=[C:8]([CH:10]3[CH2:13][CH:12]([CH:14]=[N:19][OH:20])[CH2:11]3)[N:7]([CH3:16])[C:6]=2[CH:17]=1. (7) Given the reactants Br[C:2]1[CH:7]=[CH:6][C:5](N2CCNCC2)=[CH:4][CH:3]=1.C([N:16]([CH2:19][CH3:20])[CH2:17][CH3:18])C.[CH:21]1([S:24](Cl)(=[O:26])=[O:25])[CH2:23][CH2:22]1.[B:28]1([B:28]2[O:32][C:31]([CH3:34])([CH3:33])[C:30]([CH3:36])([CH3:35])[O:29]2)[O:32][C:31]([CH3:34])([CH3:33])[C:30]([CH3:36])([CH3:35])[O:29]1.[C:46]([O-])(=O)C.[K+], predict the reaction product. The product is: [CH:21]1([S:24]([N:16]2[CH2:17][CH2:18][CH:46]([C:2]3[CH:3]=[CH:4][C:5]([B:28]4[O:32][C:31]([CH3:34])([CH3:33])[C:30]([CH3:36])([CH3:35])[O:29]4)=[CH:6][CH:7]=3)[CH2:20][CH2:19]2)(=[O:26])=[O:25])[CH2:23][CH2:22]1. (8) Given the reactants [Si]([O:8][C@@H:9]1[C:13]2([CH2:15][CH2:14]2)[C:12](=[O:16])[N:11]([C:17]2[CH:24]=[CH:23][C:20]([C:21]#[N:22])=[C:19]([O:25][CH3:26])[CH:18]=2)[C@H:10]1[CH3:27])(C(C)(C)C)(C)C.CO.Cl.C(=O)([O-])O.[Na+], predict the reaction product. The product is: [OH:8][C@@H:9]1[C:13]2([CH2:15][CH2:14]2)[C:12](=[O:16])[N:11]([C:17]2[CH:24]=[CH:23][C:20]([C:21]#[N:22])=[C:19]([O:25][CH3:26])[CH:18]=2)[C@H:10]1[CH3:27].